From a dataset of Full USPTO retrosynthesis dataset with 1.9M reactions from patents (1976-2016). Predict the reactants needed to synthesize the given product. (1) Given the product [CH3:19][O:18][C:16](=[O:17])[C:15]([CH2:13][CH3:14])([CH2:24][OH:25])[CH2:20][CH2:21][CH2:22][CH3:23], predict the reactants needed to synthesize it. The reactants are: C(NC(C)C)(C)C.C([Li])CCC.[CH2:13]([CH:15]([CH2:20][CH2:21][CH2:22][CH3:23])[C:16]([O:18][CH3:19])=[O:17])[CH3:14].[CH2:24]=[O:25].[Cl-].[NH4+]. (2) Given the product [C:1]([O:5][C:6](=[O:41])[NH:7][CH:8]([C:36](=[O:40])[N:37]([CH3:39])[CH3:38])[CH2:9][C:10]1[CH:11]=[CH:12][C:13]([O:16][C:17]2[CH:22]=[CH:21][CH:20]=[CH:19][C:18]=2[CH2:23][CH2:24][C:25](=[O:35])[NH:26][OH:27])=[CH:14][CH:15]=1)([CH3:2])([CH3:4])[CH3:3], predict the reactants needed to synthesize it. The reactants are: [C:1]([O:5][C:6](=[O:41])[NH:7][CH:8]([C:36](=[O:40])[N:37]([CH3:39])[CH3:38])[CH2:9][C:10]1[CH:15]=[CH:14][C:13]([O:16][C:17]2[CH:22]=[CH:21][CH:20]=[CH:19][C:18]=2[CH2:23][CH2:24][C:25](=[O:35])[NH:26][O:27]CC2C=CC=CC=2)=[CH:12][CH:11]=1)([CH3:4])([CH3:3])[CH3:2].[H][H]. (3) Given the product [O:1]1[C:5]([C:6]2[C:8]3[CH2:14][CH2:13][O:12][C:11]4[CH:15]=[C:16]([N:19]5[CH2:23][C@H:22]([CH2:24][NH:25][C:26](=[O:28])[CH3:27])[O:21][C:20]5=[O:29])[CH:17]=[CH:18][C:10]=4[C:9]=3[NH:33][N:32]=2)=[CH:4][CH:3]=[N:2]1, predict the reactants needed to synthesize it. The reactants are: [O:1]1[C:5]([C:6]([CH:8]2[CH2:14][CH2:13][O:12][C:11]3[CH:15]=[C:16]([N:19]4[CH2:23][C@H:22]([CH2:24][NH:25][C:26](=[O:28])[CH3:27])[O:21][C:20]4=[O:29])[CH:17]=[CH:18][C:10]=3[C:9]2=O)=O)=[CH:4][CH:3]=[N:2]1.O.[NH2:32][NH2:33]. (4) Given the product [ClH:1].[CH2:21]([N:18]1[C:19]([CH3:20])=[C:15]([CH2:14][N:11]2[CH2:12][CH2:13][N:8]([C:3]3[C:2]([C:35]4[CH:36]=[CH:37][C:32]([CH2:31][O:30][CH3:29])=[CH:33][CH:34]=4)=[N:7][CH:6]=[CH:5][N:4]=3)[CH2:9][CH2:10]2)[CH:16]=[N:17]1)[CH3:22], predict the reactants needed to synthesize it. The reactants are: [Cl:1][C:2]1[C:3]([N:8]2[CH2:13][CH2:12][N:11]([CH2:14][C:15]3[CH:16]=[N:17][N:18]([CH2:21][CH3:22])[C:19]=3[CH3:20])[CH2:10][CH2:9]2)=[N:4][CH:5]=[CH:6][N:7]=1.C(=O)([O-])[O-].[K+].[K+].[CH3:29][O:30][CH2:31][C:32]1[CH:37]=[CH:36][C:35](B(O)O)=[CH:34][CH:33]=1.O. (5) The reactants are: [N:1]1[C:10]2[C:5](=[CH:6][CH:7]=[CH:8][CH:9]=2)[CH:4]=[CH:3][C:2]=1[N:11]1[CH2:16][CH2:15][N:14]([CH:17](C)[CH2:18][CH2:19]C(NC2C=CC=CC=2C(O)=O)=O)[CH2:13][CH2:12]1.[C:33]([O:36][C:37](=O)[CH3:38])(=[O:35])[CH3:34]. Given the product [N:1]1[C:10]2[C:5](=[CH:6][CH:7]=[CH:8][CH:9]=2)[CH:4]=[CH:3][C:2]=1[N:11]1[CH2:12][CH2:13][N:14]([CH2:17][CH2:18][CH2:19][CH2:38][C:37]2[O:36][C:33](=[O:35])[C:34]3[CH:6]=[CH:5][CH:4]=[CH:3][C:2]=3[N:1]=2)[CH2:15][CH2:16]1, predict the reactants needed to synthesize it. (6) Given the product [Br:1][C:2]1[C:3](=[O:27])[N:4]([C:19]2[C:24]([F:25])=[CH:23][CH:22]=[CH:21][C:20]=2[F:26])[C:5]([CH3:18])=[C:6]([I:28])[C:7]=1[O:8][CH2:9][C:10]1[CH:15]=[CH:14][C:13]([F:16])=[CH:12][C:11]=1[F:17], predict the reactants needed to synthesize it. The reactants are: [Br:1][C:2]1[C:3](=[O:27])[N:4]([C:19]2[C:24]([F:25])=[CH:23][CH:22]=[CH:21][C:20]=2[F:26])[C:5]([CH3:18])=[CH:6][C:7]=1[O:8][CH2:9][C:10]1[CH:15]=[CH:14][C:13]([F:16])=[CH:12][C:11]=1[F:17].[I:28]N1C(=O)CCC1=O.